From a dataset of Full USPTO retrosynthesis dataset with 1.9M reactions from patents (1976-2016). Predict the reactants needed to synthesize the given product. Given the product [CH3:2][O:42][C:41](=[O:43])[C:40]([OH:44])=[CH:39][C:37](=[O:38])[N:36]([CH2:35][C:34]1[CH:46]=[CH:47][C:31]([O:30][CH2:29][C:28]2[CH:27]=[CH:26][C:25]([F:24])=[CH:49][CH:48]=2)=[CH:32][CH:33]=1)[CH3:45], predict the reactants needed to synthesize it. The reactants are: F[C:2]1C=CC(COC2C=CC(CN(C)C(=O)C)=CC=2)=CC=1.N#N.[F:24][C:25]1[CH:49]=[CH:48][C:28]([CH2:29][O:30][C:31]2[CH:47]=[CH:46][C:34]([CH2:35][N:36]([CH3:45])[C:37]([CH:39]=[C:40]([OH:44])[C:41]([OH:43])=[O:42])=[O:38])=[CH:33][CH:32]=2)=[CH:27][CH:26]=1.